This data is from TCR-epitope binding with 47,182 pairs between 192 epitopes and 23,139 TCRs. The task is: Binary Classification. Given a T-cell receptor sequence (or CDR3 region) and an epitope sequence, predict whether binding occurs between them. (1) The epitope is YIFFASFYY. The TCR CDR3 sequence is CASSPIGGGGTDTQYF. Result: 0 (the TCR does not bind to the epitope). (2) The epitope is TLIGDCATV. The TCR CDR3 sequence is CASRGEMNTEAFF. Result: 1 (the TCR binds to the epitope). (3) The epitope is FLKEKGGL. The TCR CDR3 sequence is CSATMGGTDQPQHF. Result: 0 (the TCR does not bind to the epitope). (4) The epitope is IVTDFSVIK. The TCR CDR3 sequence is CASSAWDINTGELFF. Result: 1 (the TCR binds to the epitope).